Dataset: Reaction yield outcomes from USPTO patents with 853,638 reactions. Task: Predict the reaction yield, written as a fraction of the theoretical maximum amount of product (1.0 means a 100% yield; for example, 0.34 means a 34% yield). (1) The reactants are CS[C:3]1[CH:4]=[CH:5][C:6]([Br:9])=[N:7][CH:8]=1.Cl[C:11]1C=CC=C(C(OO)=O)C=1.[O-:21][S:22]([O-:24])=O.[Na+].[Na+]. The catalyst is C(Cl)Cl. The product is [CH3:11][S:22]([C:3]1[CH:4]=[CH:5][C:6]([Br:9])=[N:7][CH:8]=1)(=[O:24])=[O:21]. The yield is 0.960. (2) The reactants are [O:1]=[C:2]1[C:6]2([CH2:11][CH2:10][N:9](C(OCC3C=CC=CC=3)=O)[CH2:8][CH2:7]2)[CH2:5][CH2:4][N:3]1[C:22]1[C:30]2[C:25](=[CH:26][N:27]=[C:28]([C:31]3[CH:32]=[N:33][CH:34]=[CH:35][CH:36]=3)[CH:29]=2)[N:24](COCC[Si](C)(C)C)[N:23]=1. The catalyst is Cl.O. The product is [N:33]1[CH:34]=[CH:35][CH:36]=[C:31]([C:28]2[CH:29]=[C:30]3[C:22]([N:3]4[CH2:4][CH2:5][C:6]5([CH2:7][CH2:8][NH:9][CH2:10][CH2:11]5)[C:2]4=[O:1])=[N:23][NH:24][C:25]3=[CH:26][N:27]=2)[CH:32]=1. The yield is 0.265.